This data is from Reaction yield outcomes from USPTO patents with 853,638 reactions. The task is: Predict the reaction yield, written as a fraction of the theoretical maximum amount of product (1.0 means a 100% yield; for example, 0.34 means a 34% yield). The catalyst is COCCO. The product is [CH3:18][O:19][CH2:20][CH2:21][O:22][C@@H:6]1[C@H:7]([OH:12])[C@@H:8]([CH2:10][OH:11])[O:9][C@H:5]1[N:4]1[CH:3]=[C:2]([CH3:1])[C:16](=[O:17])[NH:15][C:14]1=[O:13]. The reactants are [CH3:1][C:2]1[C:16](=[O:17])[N:15]=[C:14]2[N:4]([C@@H:5]3[O:9][C@H:8]([CH2:10][OH:11])[C@@H:7]([OH:12])[C@@H:6]3[O:13]2)[CH:3]=1.[CH3:18][O:19][CH2:20][CH2:21][O:22]B([O:22][CH2:21][CH2:20][O:19][CH3:18])[O:22][CH2:21][CH2:20][O:19][CH3:18]. The yield is 0.630.